Dataset: Full USPTO retrosynthesis dataset with 1.9M reactions from patents (1976-2016). Task: Predict the reactants needed to synthesize the given product. Given the product [CH3:27][C:4]1[C:5]([NH:9][C@@H:10]2[CH2:11][CH2:12][C@@H:13]([CH3:26])[NH:14][CH2:15]2)=[N:6][CH:7]=[CH:8][C:3]=1[C:1]#[N:2], predict the reactants needed to synthesize it. The reactants are: [C:1]([C:3]1[CH:8]=[CH:7][N:6]=[C:5]([NH:9][C@H:10]2[CH2:15][N:14](C(OCC3C=CC=CC=3)=O)[C@H:13]([CH3:26])[CH2:12][CH2:11]2)[C:4]=1[CH3:27])#[N:2].